This data is from Peptide-MHC class I binding affinity with 185,985 pairs from IEDB/IMGT. The task is: Regression. Given a peptide amino acid sequence and an MHC pseudo amino acid sequence, predict their binding affinity value. This is MHC class I binding data. The peptide sequence is NFITKEIKNR. The MHC is HLA-A31:01 with pseudo-sequence HLA-A31:01. The binding affinity (normalized) is 0.355.